From a dataset of Catalyst prediction with 721,799 reactions and 888 catalyst types from USPTO. Predict which catalyst facilitates the given reaction. Reactant: O1CCCC1.[CH3:6][O:7][C:8]([C:10]1[CH:18]=[CH:17][C:13]([C:14](O)=[O:15])=[CH:12][C:11]=1[N+:19]([O-:21])=[O:20])=[O:9].Cl. Product: [OH:15][CH2:14][C:13]1[CH:17]=[CH:18][C:10]([C:8]([O:7][CH3:6])=[O:9])=[C:11]([N+:19]([O-:21])=[O:20])[CH:12]=1. The catalyst class is: 5.